Dataset: Reaction yield outcomes from USPTO patents with 853,638 reactions. Task: Predict the reaction yield, written as a fraction of the theoretical maximum amount of product (1.0 means a 100% yield; for example, 0.34 means a 34% yield). The reactants are [C:1]([O:5][C:6]([N:8]1[CH2:13][CH2:12][C:11]([C:14]2[CH:19]=[CH:18][C:17]([B:20]3[O:24][C:23]([CH3:26])([CH3:25])[C:22]([CH3:28])([CH3:27])[O:21]3)=[CH:16][C:15]=2[NH2:29])=[CH:10][CH2:9]1)=[O:7])([CH3:4])([CH3:3])[CH3:2]. The catalyst is CO.[Pd]. The product is [C:1]([O:5][C:6]([N:8]1[CH2:9][CH2:10][CH:11]([C:14]2[CH:19]=[CH:18][C:17]([B:20]3[O:21][C:22]([CH3:28])([CH3:27])[C:23]([CH3:26])([CH3:25])[O:24]3)=[CH:16][C:15]=2[NH2:29])[CH2:12][CH2:13]1)=[O:7])([CH3:4])([CH3:2])[CH3:3]. The yield is 0.990.